From a dataset of Reaction yield outcomes from USPTO patents with 853,638 reactions. Predict the reaction yield, written as a fraction of the theoretical maximum amount of product (1.0 means a 100% yield; for example, 0.34 means a 34% yield). (1) The reactants are Br[CH:2](Br)[C:3]1[CH:8]=[CH:7][C:6]([O:9][CH3:10])=[CH:5][C:4]=1[N+:11]([O-:13])=[O:12].C([O-])(O)=[O:16].[Na+]. The catalyst is O. The product is [CH3:10][O:9][C:6]1[CH:7]=[CH:8][C:3]([CH:2]=[O:16])=[C:4]([N+:11]([O-:13])=[O:12])[CH:5]=1. The yield is 0.850. (2) The reactants are C[O:2][C:3](=O)[C:4]1[CH:9]=[CH:8][CH:7]=[C:6]([N+:10]([O-])=O)[C:5]=1[CH2:13][N:14]=[N+]=[N-].C(O)C. The catalyst is [Pd].C(O)(=O)C. The product is [NH2:10][C:6]1[CH:7]=[CH:8][CH:9]=[C:4]2[C:5]=1[CH2:13][NH:14][C:3]2=[O:2]. The yield is 0.624. (3) The reactants are Br[C:2]1[C:11]([O:12][CH3:13])=[CH:10][C:9]2[CH:4]([CH:5]([N:15]3[CH2:20][CH2:19][O:18][CH2:17][CH2:16]3)[N:6]=[C:7]([Cl:14])[N:8]=2)[CH:3]=1.CN(C)C=O.[F:26][CH2:27][CH2:28][CH2:29][S:30]([NH:33][C:34]1[CH:39]=[CH:38][CH:37]=[C:36](B2OC(C)(C)C(C)(C)O2)[C:35]=1[F:49])(=[O:32])=[O:31].C(=O)([O-])[O-].[Na+].[Na+]. The product is [Cl:14][C:7]1[N:6]=[C:5]([N:15]2[CH2:20][CH2:19][O:18][CH2:17][CH2:16]2)[C:4]2[C:9](=[CH:10][C:11]([O:12][CH3:13])=[C:2]([C:36]3[C:35]([F:49])=[C:34]([NH:33][S:30]([CH2:29][CH2:28][CH2:27][F:26])(=[O:31])=[O:32])[CH:39]=[CH:38][CH:37]=3)[CH:3]=2)[N:8]=1. The catalyst is Cl[Pd](Cl)([P](C1C=CC=CC=1)(C1C=CC=CC=1)C1C=CC=CC=1)[P](C1C=CC=CC=1)(C1C=CC=CC=1)C1C=CC=CC=1.O. The yield is 0.570. (4) The reactants are CS([O:5][CH:6]([C:8]1[C:13]([Cl:14])=[CH:12][CH:11]=[C:10]([F:15])[C:9]=1[Cl:16])[CH3:7])(=O)=O.[Br:17][C:18]1[CH:19]=[C:20]([N+:35]([O-])=O)[C:21]([CH:24](C(OCC)=O)[C:25](OCC)=O)=[N:22][CH:23]=1.C([O-])([O-])=O.[K+].[K+]. The catalyst is CN(C)C=O. The product is [Br:17][C:18]1[CH:19]=[C:20]2[N:35]([O:5][CH:6]([C:8]3[C:13]([Cl:14])=[CH:12][CH:11]=[C:10]([F:15])[C:9]=3[Cl:16])[CH3:7])[CH:25]=[CH:24][C:21]2=[N:22][CH:23]=1. The yield is 0.780.